Predict which catalyst facilitates the given reaction. From a dataset of Catalyst prediction with 721,799 reactions and 888 catalyst types from USPTO. (1) Reactant: [F:1][C:2]1[CH:10]=[CH:9][C:5]([C:6]([OH:8])=O)=[CH:4][CH:3]=1.Cl.CN(C)CCCN=C=NCC.C(N(CC)CC)C.ON1C2N=CC=CC=2N=N1.[C:40]([O:44][C:45]([N:47]1[CH2:52][CH2:51][NH:50][CH2:49][CH2:48]1)=[O:46])([CH3:43])([CH3:42])[CH3:41]. Product: [C:40]([O:44][C:45]([N:47]1[CH2:52][CH2:51][N:50]([C:6](=[O:8])[C:5]2[CH:4]=[CH:3][C:2]([F:1])=[CH:10][CH:9]=2)[CH2:49][CH2:48]1)=[O:46])([CH3:43])([CH3:41])[CH3:42]. The catalyst class is: 46. (2) Reactant: [Si]([O:8][C@H:9]1[CH2:14][CH2:13][C@H:12]([O:15][C:16]2[C:21]([Cl:22])=[CH:20][C:19]([S:23]([N:26]([CH2:33][C:34]3[CH:39]=[CH:38][C:37]([O:40][CH3:41])=[CH:36][C:35]=3[O:42][CH3:43])[C:27]3[CH:32]=[CH:31][N:30]=[CH:29][N:28]=3)(=[O:25])=[O:24])=[C:18]([F:44])[CH:17]=2)[C@@H:11]([C:45]2[N:49]([CH3:50])[N:48]=[CH:47][CH:46]=2)[CH2:10]1)(C(C)(C)C)(C)C.[F-].C([N+](CCCC)(CCCC)CCCC)CCC. Product: [Cl:22][C:21]1[C:16]([O:15][C@H:12]2[CH2:13][CH2:14][C@H:9]([OH:8])[CH2:10][C@@H:11]2[C:45]2[N:49]([CH3:50])[N:48]=[CH:47][CH:46]=2)=[CH:17][C:18]([F:44])=[C:19]([S:23]([N:26]([CH2:33][C:34]2[CH:39]=[CH:38][C:37]([O:40][CH3:41])=[CH:36][C:35]=2[O:42][CH3:43])[C:27]2[CH:32]=[CH:31][N:30]=[CH:29][N:28]=2)(=[O:25])=[O:24])[CH:20]=1. The catalyst class is: 1.